Dataset: Reaction yield outcomes from USPTO patents with 853,638 reactions. Task: Predict the reaction yield, written as a fraction of the theoretical maximum amount of product (1.0 means a 100% yield; for example, 0.34 means a 34% yield). (1) The reactants are [NH2:1][C:2]1[CH:37]=[CH:36][C:5]([O:6][C:7]2[CH:12]=[CH:11][N:10]=[C:9]3[CH:13]=[C:14]([C:16]4[N:17]=[CH:18][N:19]([CH2:21][CH2:22][N:23]5[CH2:28][CH2:27][N:26]([C:29]([O:31][C:32]([CH3:35])([CH3:34])[CH3:33])=[O:30])[CH2:25][CH2:24]5)[CH:20]=4)[S:15][C:8]=23)=[C:4]([F:38])[CH:3]=1.[N:39]1[CH:44]=[CH:43][CH:42]=C[CH:40]=1.ClC(OC1C=CC=CC=1)=[O:47].C1(N)CC1. The catalyst is CN(C=O)C. The product is [CH:44]1([NH:39][C:40](=[O:47])[NH:1][C:2]2[CH:37]=[CH:36][C:5]([O:6][C:7]3[CH:12]=[CH:11][N:10]=[C:9]4[CH:13]=[C:14]([C:16]5[N:17]=[CH:18][N:19]([CH2:21][CH2:22][N:23]6[CH2:24][CH2:25][N:26]([C:29]([O:31][C:32]([CH3:35])([CH3:33])[CH3:34])=[O:30])[CH2:27][CH2:28]6)[CH:20]=5)[S:15][C:8]=34)=[C:4]([F:38])[CH:3]=2)[CH2:42][CH2:43]1. The yield is 0.580. (2) The reactants are [Cl:1][C:2]1[N:7]=[CH:6][C:5]2[C:8]([CH3:13])([CH3:12])[C:9](=O)[NH:10][C:4]=2[CH:3]=1.C1COCC1. The catalyst is CO. The product is [Cl:1][C:2]1[N:7]=[CH:6][C:5]2[C:8]([CH3:13])([CH3:12])[CH2:9][NH:10][C:4]=2[CH:3]=1. The yield is 0.950. (3) The reactants are Cl[C:2]1[C:11]2[C:6](=[CH:7][C:8]([O:14][CH2:15][CH2:16][CH2:17][N:18]3[CH2:23][CH2:22][S:21](=[O:25])(=[O:24])[CH2:20][CH2:19]3)=[C:9]([C:12]#[N:13])[CH:10]=2)[N:5]=[CH:4][CH:3]=1.[OH:26][C:27]1[CH:28]=[C:29]2[C:33](=[CH:34][CH:35]=1)[NH:32][C:31]([CH3:36])=[CH:30]2.C(=O)([O-])[O-].[Cs+].[Cs+].O. The catalyst is CN(C=O)C. The product is [C:12]([C:9]1[CH:10]=[C:11]2[C:6](=[CH:7][C:8]=1[O:14][CH2:15][CH2:16][CH2:17][N:18]1[CH2:23][CH2:22][S:21](=[O:25])(=[O:24])[CH2:20][CH2:19]1)[N:5]=[CH:4][CH:3]=[C:2]2[O:26][C:27]1[CH:28]=[C:29]2[C:33](=[CH:34][CH:35]=1)[NH:32][C:31]([CH3:36])=[CH:30]2)#[N:13]. The yield is 0.230. (4) The reactants are [Br:1][C:2]1[CH:7]=[C:6]([CH3:8])[C:5]([C:9]2[C:10](=[O:16])[CH2:11][CH2:12][C:13]=2[O:14][CH3:15])=[C:4]([CH3:17])[CH:3]=1.C[Si](C)(C)[N-][Si](C)(C)C.[K+].Br[CH2:29][C:30]#[N:31].[NH4+].[Cl-]. The catalyst is C1COCC1. The product is [Br:1][C:2]1[CH:3]=[C:4]([CH3:17])[C:5]([C:9]2[C:10](=[O:16])[CH2:11][CH:12]([CH2:29][C:30]#[N:31])[C:13]=2[O:14][CH3:15])=[C:6]([CH3:8])[CH:7]=1. The yield is 0.520. (5) The reactants are [NH:1]1[C:9]2[C:4](=[N:5][C:6]([C:10]([OH:12])=[O:11])=[CH:7][CH:8]=2)[CH:3]=[CH:2]1.[I:13]I.[OH-].[K+].S(=O)(O)[O-].[Na+].Cl. The catalyst is CN(C=O)C.O. The product is [I:13][C:3]1[C:4]2=[N:5][C:6]([C:10]([OH:12])=[O:11])=[CH:7][CH:8]=[C:9]2[NH:1][CH:2]=1. The yield is 0.726. (6) The reactants are C[Si](C)(C)[C:3]#[C:4][C:5]1[CH:6]=[CH:7][C:8]([C:11]([O:13][CH3:14])=[O:12])=[N:9][CH:10]=1.C(=O)([O-])[O-].[K+].[K+]. The catalyst is CO. The product is [C:4]([C:5]1[CH:6]=[CH:7][C:8]([C:11]([O:13][CH3:14])=[O:12])=[N:9][CH:10]=1)#[CH:3]. The yield is 0.840. (7) The product is [CH2:40]([NH:4][S:5]([C:8]1[CH:9]=[CH:10][C:11]([N:14]2[C:22]3[C:21]4[CH:23]=[C:24]([NH:27][C:28](=[O:36])[C:29]5[CH:34]=[CH:33][CH:32]=[CH:31][C:30]=5[Cl:35])[CH:25]=[CH:26][C:20]=4[CH2:19][CH2:18][C:17]=3[C:16]([C:37]([NH2:39])=[O:38])=[N:15]2)=[CH:12][CH:13]=1)(=[O:7])=[O:6])[CH:41]=[CH2:42]. The yield is 0.620. The catalyst is [OH-].[Na+].CCO. The reactants are C([N:4]([CH2:40][CH:41]=[CH2:42])[S:5]([C:8]1[CH:13]=[CH:12][C:11]([N:14]2[C:22]3[C:21]4[CH:23]=[C:24]([NH:27][C:28](=[O:36])[C:29]5[CH:34]=[CH:33][CH:32]=[CH:31][C:30]=5[Cl:35])[CH:25]=[CH:26][C:20]=4[CH2:19][CH2:18][C:17]=3[C:16]([C:37]([NH2:39])=[O:38])=[N:15]2)=[CH:10][CH:9]=1)(=[O:7])=[O:6])(=O)C.